From a dataset of Full USPTO retrosynthesis dataset with 1.9M reactions from patents (1976-2016). Predict the reactants needed to synthesize the given product. (1) Given the product [Br:17][C:18]1[N:26]2[C:21]([CH:22]=[N:23][C:24]([NH:16][C:13]3[CH:14]=[CH:15][C:8]4[CH2:7][CH2:6][N:5]([CH2:4][CH2:3][O:2][CH3:1])[CH2:11][CH2:10][C:9]=4[CH:12]=3)=[N:25]2)=[CH:20][CH:19]=1, predict the reactants needed to synthesize it. The reactants are: [CH3:1][O:2][CH2:3][CH2:4][N:5]1[CH2:11][CH2:10][C:9]2[CH:12]=[C:13]([NH2:16])[CH:14]=[CH:15][C:8]=2[CH2:7][CH2:6]1.[Br:17][C:18]1[N:26]2[C:21]([CH:22]=[N:23][C:24](S(C)=O)=[N:25]2)=[CH:20][CH:19]=1.CN1CCCC1=O. (2) The reactants are: [Br:1][C:2]1[CH:3]=[C:4]([CH:9]2[C:14]([C:15]([O:17]C)=[O:16])=[C:13]([CH3:19])[NH:12][C:11]3[CH2:20][O:21][CH2:22][C:23](=[O:24])[C:10]2=3)[CH:5]=[CH:6][C:7]=1[Br:8].BrN1C(=O)CCC1=O. Given the product [Br:1][C:2]1[CH:3]=[C:4]([CH:9]2[C:10]3[C:23](=[O:24])[CH2:22][O:21][CH2:20][C:11]=3[NH:12][C:13]3[CH2:19][O:16][C:15](=[O:17])[C:14]2=3)[CH:5]=[CH:6][C:7]=1[Br:8], predict the reactants needed to synthesize it. (3) Given the product [F:1][CH:2]([F:9])[CH:3]1[CH2:8][N:7]([CH2:11][CH2:12][C:13]2[CH:18]=[CH:17][C:16]([N+:19]([O-:21])=[O:20])=[CH:15][CH:14]=2)[CH2:6][CH2:5][N:4]1[CH2:11][CH2:12][C:13]1[CH:14]=[CH:15][C:16]([N+:19]([O-:21])=[O:20])=[CH:17][CH:18]=1, predict the reactants needed to synthesize it. The reactants are: [F:1][CH:2]([F:9])[CH:3]1[CH2:8][NH:7][CH2:6][CH2:5][NH:4]1.Br[CH2:11][CH2:12][C:13]1[CH:18]=[CH:17][C:16]([N+:19]([O-:21])=[O:20])=[CH:15][CH:14]=1.C([O-])([O-])=O.[K+].[K+].